From a dataset of Drug-target binding data from BindingDB using IC50 measurements. Regression. Given a target protein amino acid sequence and a drug SMILES string, predict the binding affinity score between them. We predict pIC50 (pIC50 = -log10(IC50 in M); higher means more potent). Dataset: bindingdb_ic50. (1) The small molecule is CCCCCCOC(=O)/N=C(\N)c1ccc(CC2NCCn3c2nc2cc(C4(C(=O)N5CCCC5)CCCC4)ccc23)cc1. The target protein sequence is QELLCAASLISDRWVLTAAHCLLYPPWDKNFTVNDILVRIGKYARSRYERNMEKISTLEKIIIHPGYNWRENLDRDIALMKLKKPVAFSDYIHPVCLPDKQIVTSLLQAGHKGRVTGWGNLKEMWTVNMNEVQPSVLQMVNLPLVERPICKASTGIRVTDNMFCAGYKPEEGKRGDACEGDSGGPFVMKNPYNNRWYQMGIVSWGEGCDRDGKYGFYTHVFRLKKWIRKMVDRFG. The pIC50 is 4.6. (2) The small molecule is COCC(=O)O[C@]1(CCN(C)CCCc2nc3ccccc3[nH]2)CCc2cc(F)ccc2[C@@H]1C(C)C. The target protein (Q96D31) has sequence MHPEPAPPPSRSSPELPPSGGSTTSGSRRSRRRSGDGEPPGAPPPPPSAVTYPDWIGQSYSEVMSLNEHSMQALSWRKLYLSRAKLKASSRTSALLSGFAMVAMVEVQLDADHDYPPGLLIAFSACTTVLVAVHLFALMISTCILPNIEAVSNVHNLNSVKESPHERMHRHIELAWAFSTVIGTLLFLAEVVLLCWVKFLPLKKQPGQPRPTSKPPASGAAANVSTSGITPGQAAAIASTTIMVPFGLIFIVFAVHFYRSLVSHKTDRQFQELNELAEFARLQDQLDHRGDHPLTPGSHYA. The pIC50 is 4.3. (3) The drug is CS(=O)(=O)c1ccc(/C=C2/C(=O)Nc3ccccc32)cc1. The target protein (O97554) has sequence MSRSSPSLRLPVLLLLLLLLLLPPPPPVLPADPGAPAPVNPCCYFPCQHQGVCVRVALDRYQCDCTRTGYSGPNCTVPDLWTWLRSSLRPSPTFVHYLLTHVRWFWEFVNATFIRDTLMRLVLTVRSNLIPSPPTYNLDYDYISWEAFSNVSYYTRVLPSVPKDCPTPMGTKGKKQLPDAQVLAHRFLLRRTFIPDPQGTNLMFAFFAQHFTHQFFKTSGKMGPGFTKALGHGVDLGHIYGDSLERQYHLRLFKDGKLKYQVLDGEVYPPSVEEAPVLMHYPRGVPPRSQMAVGQEVFGLLPGLMLYATLWLREHNRVCDLLKAEHPTWDDEQLFQTTRLILIGETIKIVIEEYVQQLSGYFLQLKFDPEMLFSVQFQYRNRIAMEFNHLYHWHPLMPDSFQVGSQEYSYEQFLFNTSMLVDYGVEALVDAFSRQSAGRIGGGRNIDHHVLHVAVEVIKESREMRLQPFNEYRKRFGLKPYASFQELTGETEMAAELEEL.... The pIC50 is 5.0. (4) The compound is CCCCCCOC(=O)[C@]1(O)C[C@@H]2O[C@@]1(C)n1c3ccccc3c3c4c(c5c6ccccc6n2c5c31)C(=O)NC4. The target protein (Q28021) has sequence MSRPPPTGKMPGAPEAVSGDGAGASRQRKLEALIRDPRSPINVESLLDGLNPLVLDLDFPALRKNKNIDNFLNRYEKIVKKIRGLQMKAEDYDVVKVIGRGAFGEVQLVRHKASQKVYAMKLLSKFEMIKRSDSAFFWEERDIMAFANSPWVVQLFCAFQDDKYLYMVMEYMPGGDLVNLMSNYDVPEKWAKFYTAEVVLALDAIHSMGLIHRDVKPDNMLLDKHGHLKLADFGTCMKMDETGMVHCDTAVGTPDYISPEVLKSQGGDGYYGRECDWWSVGVFLFEMLVGDTPFYADSLVGTYSKIMDHKNSLCFPEDAEISKHAKNLICAFLTDREVRLGRNGVEEIKQHPFFKNDQWNWDNIRETAAPVVPELSSDIDSSNFDDIEDDKGDVETFPIPKAFVGNQLPFIGFTYYRENLLLSDSPSCKENDSIQSRKNEESQEIQKKLYTLEEHLSTEIQAKEELEQKCKSVNTRLEKVAKELEEEITLRKNVESTLRQ.... The pIC50 is 5.7. (5) The compound is C[C@H]1COc2c(N3CCN(C)CC3)c(F)cc3c(=O)c(C(=O)O)cn1c23. The target protein (Q02880) has sequence MAKSGGCGAGAGVGGGNGALTWVTLFDQNNAAKKEESETANKNDSSKKLSVERVYQKKTQLEHILLRPDTYIGSVEPLTQFMWVYDEDVGMNCREVTFVPGLYKIFDEILVNAADNKQRDKNMTCIKVSIDPESNIISIWNNGKGIPVVEHKVEKVYVPALIFGQLLTSSNYDDDEKKVTGGRNGYGAKLCNIFSTKFTVETACKEYKHSFKQTWMNNMMKTSEAKIKHFDGEDYTCITFQPDLSKFKMEKLDKDIVALMTRRAYDLAGSCRGVKVMFNGKKLPVNGFRSYVDLYVKDKLDETGVALKVIHELANERWDVCLTLSEKGFQQISFVNSIATTKGGRHVDYVVDQVVGKLIEVVKKKNKAGVSVKPFQVKNHIWVFINCLIENPTFDSQTKENMTLQPKSFGSKCQLSEKFFKAASNCGIVESILNWVKFKAQTQLNKKCSSVKYSKIKGIPKLDDANDAGGKHSLECTLILTEGDSAKSLAVSGLGVIGRD.... The pIC50 is 5.6. (6) The compound is C[C@H](CCC(=O)N[C@H](CC(=O)O)Cc1ccccc1)[C@H]1CC[C@H]2[C@@H]3CC[C@@H]4C[C@H](O)CC[C@]4(C)[C@H]3CC[C@@]21C. The target protein (Q03145) has sequence MELRAVGFCLALLWGCALAAAAAQGKEVVLLDFAAMKGELGWLTHPYGKGWDLMQNIMDDMPIYMYSVCNVVSGDQDNWLRTNWVYREEAERIFIELKFTVRDCNSFPGGASSCKETFNLYYAESDVDYGTNFQKRQFTKIDTIAPDEITVSSDFEARNVKLNVEERMVGPLTRKGFYLAFQDIGACVALLSVRVYYKKCPEMLQSLARFPETIAVAVSDTQPLATVAGTCVDHAVVPYGGEGPLMHCTVDGEWLVPIGQCLCQEGYEKVEDACRACSPGFFKSEASESPCLECPEHTLPSTEGATSCQCEEGYFRAPEDPLSMSCTRPPSAPNYLTAIGMGAKVELRWTAPKDTGGRQDIVYSVTCEQCWPESGECGPCEASVRYSEPPHALTRTSVTVSDLEPHMNYTFAVEARNGVSGLVTSRSFRTASVSINQTEPPKVRLEDRSTTSLSVTWSIPVSQQSRVWKYEVTYRKKGDANSYNVRRTEGFSVTLDDLAP.... The pIC50 is 4.7. (7) The compound is CN(C)NC(=O)CCC(=O)O. The target protein (Q6ZMT4) has sequence MAGAAAAVAAGAAAGAAAAAVSVAAPGRASAPPPPPPVYCVCRQPYDVNRFMIECDICKDWFHGSCVGVEEHHAVDIDLYHCPNCAVLHGSSLMKKRRNWHRHDYTEIDDGSKPVQAGTRTFIKELRSRVFPSADEIIIKMHGSQLTQRYLEKHGFDVPIMVPKLDDLGLRLPSPTFSVMDVERYVGGDKVIDVIDVARQADSKMTLHNYVKYFMNPNRPKVLNVISLEFSDTKMSELVEVPDIAKKLSWVENYWPDDSVFPKPFVQKYCLMGVQDSYTDFHIDFGGTSVWYHVLWGEKIFYLIKPTDENLARYESWSSSVTQSEVFFGDKVDKCYKCVVKQGHTLFVPTGWIHAVLTSQDCMAFGGNFLHNLNIGMQLRCYEMEKRLKTPDLFKFPFFEAICWFVAKNLLETLKELREDGFQPQTYLVQGVKALHTALKLWMKKELVSEHAFEIPDNVRPGHLIKELSKVIRAIEEENGKPVKSQGIPIVCPVSRSSNE.... The pIC50 is 5.7. (8) The pIC50 is 5.1. The drug is C[n+]1cn([C@@H]2O[C@H](COP(=O)([O-])OP(=O)([O-])OP(=O)([O-])OC[C@H]3O[C@@H](n4cnc5c(=O)[nH]c(N)nc54)[C@H](O)[C@@H]3O)[C@@H](O)[C@H]2O)c2nc(N)[n-]c(=O)c21. The target protein (P29338) has sequence MATVEPETTPTPNPPPAEEEKTESNQEVANPEHYIKHPLQNRWALWFFKNDKSKTWQANLRLISKFDTVEDFWALYNHIQLSSNLMPGCDYSLFKDGIEPMWEDEKNKRGGRWLITLNKQQRRSDLDRFWLETLLCLIGESFDDYSDDVCGAVVNVRAKGDKIAIWTTECENRDAVTHIGRVYKERLGLPPKIVIGYQSHADTATKSGSTTKNRFVV. (9) The compound is COc1cc(O)c(S(=O)(=O)N2c3ccccc3CCC2C)cc1NC(=O)CCC(=O)O. The target protein (P43889) has sequence MTKKALSAVILAAGKGTRMYSDLPKVLHTIAGKPMVKHVIDTAHQLGSENIHLIYGHGGDLMRTHLANEQVNWVLQTEQLGTAHAVQQAAPFFKDNENIVVLYGDAPLITKETLEKLIEAKPENGIALLTVNLDNPTGYGRIIRENGNVVAIVEQKDANAEQLNIKEVNTGVMVSDGASFKKWLARVGNNNAQGEYYLTDLIALANQDNCQVVAVQATDVMEVEGANNRLQLAALERYFQNKQASKLLLEGVMIYDPARFDLRGTLEHGKDVEIDVNVIIEGNVKLGDRVKIGTGCVLKNVVIGNDVEIKPYSVLEDSIVGEKAAIGPFSRLRPGAELAAETHVGNFVEIKKSTVGKGSKVNHLTYVGDSEIGSNCNIGAGVITCNYDGANKFKTIIGDDVFVGSDTQLVAPVKVANGATIGAGTTITRDVGENELVITRVAQRHIQGWQRPIKKK. The pIC50 is 6.5. (10) The small molecule is Cn1c(SSc2c(C(=O)Nc3ccccc3)c3cc(C(F)(F)F)ccc3n2C)c(C(=O)Nc2ccccc2)c2cc(C(F)(F)F)ccc21. The target protein (P00525) has sequence MGSSKSKPKDPSQRRCSLEPPDSTHHGGFPASQTPNKTAAPDTHRTPSRSFGTVATEPKLFGGFNTSDTVTSPQRAGALAGGVTTFVALYDYESRTETDLSFKKGERLQIVNNTEGDWWLAHSLTTGQTGYIPSNYVAPSDSIQAEEWYFGKITRRESERLLLNPENPRGTFLVRESETTKGAYCLSVSDFDNAKGLNVKHYKIRKLDSGGFYITSRTQFSSLQQLVAYYSKHADGLCHRLTNVCPTSKPQTQGLAKDAWEIPRESLRLEVKLGQGCFGEVWMGTWNGTTRVAIKTLKPGTMSPEAFLQEAQVMKKLRHEKLVQLYAVVSEEPIYIVTEYMSKGSLLDFLKGEMGKYLRLPQLVDMAAQIASGMAYVERMNYVHRDLRAANILVGENLVCKVADFGLARLIEDNEYTARQGAKFPIKWTAPEAALYGRFTIKSDVWSFGILLTELTTKGRVPYPGMGNGEVLDRVERGYRMPCPPECPESLHDLMCQCWR.... The pIC50 is 5.2.